From a dataset of Reaction yield outcomes from USPTO patents with 853,638 reactions. Predict the reaction yield, written as a fraction of the theoretical maximum amount of product (1.0 means a 100% yield; for example, 0.34 means a 34% yield). (1) The reactants are [CH2:1]([O:8][C:9]1[CH:14]=[CH:13][C:12]([CH:15]2[CH2:17][O:16]2)=[CH:11][CH:10]=1)[C:2]1[CH:7]=[CH:6][CH:5]=[CH:4][CH:3]=1.[C:18]12([CH2:28][NH2:29])[CH2:27][CH:22]3[CH2:23][CH:24]([CH2:26][CH:20]([CH2:21]3)[CH2:19]1)[CH2:25]2. The catalyst is C(O)(C)C. The product is [CH2:1]([O:8][C:9]1[CH:14]=[CH:13][C:12]([CH:15]([OH:16])[CH2:17][NH:29][CH2:28][C:18]23[CH2:27][CH:22]4[CH2:21][CH:20]([CH2:26][CH:24]([CH2:23]4)[CH2:25]2)[CH2:19]3)=[CH:11][CH:10]=1)[C:2]1[CH:7]=[CH:6][CH:5]=[CH:4][CH:3]=1. The yield is 0.230. (2) The catalyst is C1COCC1. The reactants are [NH2:1][C:2]1[CH:29]=[CH:28][C:5]([O:6][C:7]2[C:12]3=[C:13]([CH3:27])[C:14]([C:16]([NH:18][CH2:19][CH2:20][N:21]4[CH2:26][CH2:25][O:24][CH2:23][CH2:22]4)=[O:17])=[CH:15][N:11]3[N:10]=[CH:9][N:8]=2)=[C:4]([F:30])[CH:3]=1.CCN(CC)CC.[F:38][C:39]1[CH:47]=[CH:46][C:45]([CH3:48])=[CH:44][C:40]=1[C:41]([Cl:43])=[O:42]. The product is [ClH:43].[F:30][C:4]1[CH:3]=[C:2]([NH:1][C:41](=[O:42])[C:40]2[CH:44]=[C:45]([CH3:48])[CH:46]=[CH:47][C:39]=2[F:38])[CH:29]=[CH:28][C:5]=1[O:6][C:7]1[C:12]2=[C:13]([CH3:27])[C:14]([C:16]([NH:18][CH2:19][CH2:20][N:21]3[CH2:26][CH2:25][O:24][CH2:23][CH2:22]3)=[O:17])=[CH:15][N:11]2[N:10]=[CH:9][N:8]=1. The yield is 0.230. (3) The reactants are [C:1]1(=[O:11])[NH:5][C:4](=[O:6])[C:3]2=[CH:7][CH:8]=[CH:9][CH:10]=[C:2]12.[K].Br[CH2:14][CH2:15][CH2:16][CH2:17][C:18]([CH3:22])([CH3:21])[CH2:19][OH:20]. The catalyst is CN(C=O)C. The product is [C:1]1(=[O:11])[N:5]([CH2:14][CH2:15][CH2:16][CH2:17][C:18]([CH3:22])([CH3:21])[CH2:19][OH:20])[C:4](=[O:6])[C:3]2=[CH:7][CH:8]=[CH:9][CH:10]=[C:2]12. The yield is 0.840. (4) The reactants are [Cl:1][C:2]1[CH:3]=[C:4]([N+:12]([O-])=O)[CH:5]=[CH:6][C:7]=1C(=O)CBr.[C:15]([NH2:18])(=[S:17])[CH3:16].O.O.Cl[Sn]Cl.Cl.[OH-].[K+].[CH3:27][CH2:28]O. The catalyst is O. The product is [Cl:1][C:2]1[CH:3]=[C:4]([CH:5]=[CH:6][CH:7]=1)[NH:12][C:27]1[N:18]=[C:15]([CH3:16])[S:17][CH:28]=1. The yield is 1.00.